Dataset: Reaction yield outcomes from USPTO patents with 853,638 reactions. Task: Predict the reaction yield, written as a fraction of the theoretical maximum amount of product (1.0 means a 100% yield; for example, 0.34 means a 34% yield). (1) The reactants are I[C:2]1[CH:7]=[CH:6][CH:5]=[CH:4][C:3]=1[O:8][CH3:9].C[Si]([C:14]#[CH:15])(C)C.C(N(CC)CC)C. The catalyst is CN(C)C=O. The product is [C:14]([C:2]1[CH:7]=[CH:6][CH:5]=[CH:4][C:3]=1[O:8][CH3:9])#[CH:15]. The yield is 0.510. (2) The reactants are [O:1]1[CH2:6][CH2:5][N:4]([CH2:7][CH2:8][CH2:9][OH:10])[CH2:3][CH2:2]1.[Cl:11][C:12]1[CH:13]=[C:14]([CH:27]=[CH:28][C:29]=1[O:30][CH2:31][C:32]1[CH:37]=[CH:36][CH:35]=[CH:34][N:33]=1)[NH:15][C:16]1C2C(=CC=CC=2F)N=[CH:18][N:17]=1. No catalyst specified. The product is [Cl:11][C:12]1[CH:13]=[C:14]([CH:27]=[CH:28][C:29]=1[O:30][CH2:31][C:32]1[CH:37]=[CH:36][CH:35]=[CH:34][N:33]=1)[NH:15][C:16]1[N:17]=[CH:18][C:27]2[C:14](=[CH:13][CH:12]=[CH:29][C:28]=2[O:10][CH2:9][CH2:8][CH2:7][N:4]2[CH2:5][CH2:6][O:1][CH2:2][CH2:3]2)[N:15]=1. The yield is 0.150.